This data is from Experimentally validated miRNA-target interactions with 360,000+ pairs, plus equal number of negative samples. The task is: Binary Classification. Given a miRNA mature sequence and a target amino acid sequence, predict their likelihood of interaction. The miRNA is hsa-miR-607 with sequence GUUCAAAUCCAGAUCUAUAAC. The protein sequence of the target gene is MSCLMVERCGEILFENPDQNAKCVCMLGDIRLRGQTGVRAERRGSYPFIDFRLLNSTTYSGEIGTKKKVKRLLSFQRYFHASRLLRGIIPQAPLHLLDEDYLGQARHMLSKVGMWDFDIFLFDRLTNGNSLVTLLCHLFNTHGLIHHFKLDMVTLHRFLVMVQEDYHSQNPYHNAVHAADVTQAMHCYLKEPKLASFLTPLDIMLGLLAAAAHDVDHPGVNQPFLIKTNHHLANLYQNMSVLENHHWRSTIGMLRESRLLAHLPKEMTQDIEQQLGSLILATDINRQNEFLTRLKAHLHN.... Result: 1 (interaction).